Dataset: Forward reaction prediction with 1.9M reactions from USPTO patents (1976-2016). Task: Predict the product of the given reaction. Given the reactants [H-].[Na+].[F:3][C:4]1[C:9]([F:10])=[CH:8][CH:7]=[CH:6][C:5]=1[C@H:11]1[CH2:17][NH:16][C:15](=[O:18])[C@H:14]([NH:19][C:20](=[O:26])[O:21][C:22]([CH3:25])([CH3:24])[CH3:23])[CH2:13][CH2:12]1.I[CH2:28][CH2:29][S:30][CH3:31], predict the reaction product. The product is: [F:3][C:4]1[C:9]([F:10])=[CH:8][CH:7]=[CH:6][C:5]=1[C@H:11]1[CH2:17][N:16]([CH2:28][CH2:29][S:30][CH3:31])[C:15](=[O:18])[C@H:14]([NH:19][C:20](=[O:26])[O:21][C:22]([CH3:23])([CH3:25])[CH3:24])[CH2:13][CH2:12]1.